This data is from Forward reaction prediction with 1.9M reactions from USPTO patents (1976-2016). The task is: Predict the product of the given reaction. (1) Given the reactants [CH3:1][C:2]1[NH:6][C:5]([C:7]2[CH:12]=[CH:11][C:10]([C:13]([F:16])([F:15])[F:14])=[CH:9][CH:8]=2)=[N:4][C:3]=1[CH2:17][OH:18], predict the reaction product. The product is: [CH3:1][C:2]1[NH:6][C:5]([C:7]2[CH:8]=[CH:9][C:10]([C:13]([F:16])([F:15])[F:14])=[CH:11][CH:12]=2)=[N:4][C:3]=1[CH:17]=[O:18]. (2) Given the reactants [NH2:1][C@H:2]1[CH2:6][CH2:5][N:4]([C:7]2[CH:16]=[C:15]3[C:10]([CH2:11][CH2:12][N:13]([C:17]([O:19][C:20]([CH3:23])([CH3:22])[CH3:21])=[O:18])[CH2:14]3)=[CH:9][CH:8]=2)[C:3]1=[O:24].[Cl:25][C:26]1[C:34]2[C:29](=[CH:30][C:31]([S:35](Cl)(=[O:37])=[O:36])=[CH:32][CH:33]=2)[N:28]([Si:39]([CH:46]([CH3:48])[CH3:47])([CH:43]([CH3:45])[CH3:44])[CH:40]([CH3:42])[CH3:41])[CH:27]=1, predict the reaction product. The product is: [Cl:25][C:26]1[C:34]2[C:29](=[CH:30][C:31]([S:35]([NH:1][C@H:2]3[CH2:6][CH2:5][N:4]([C:7]4[CH:16]=[C:15]5[C:10]([CH2:11][CH2:12][N:13]([C:17]([O:19][C:20]([CH3:21])([CH3:23])[CH3:22])=[O:18])[CH2:14]5)=[CH:9][CH:8]=4)[C:3]3=[O:24])(=[O:37])=[O:36])=[CH:32][CH:33]=2)[N:28]([Si:39]([CH:43]([CH3:45])[CH3:44])([CH:46]([CH3:48])[CH3:47])[CH:40]([CH3:41])[CH3:42])[CH:27]=1. (3) Given the reactants [Cl:1][C:2]1[CH:7]=[C:6]([CH:8]([CH3:10])[CH3:9])[N:5]=[CH:4][N:3]=1.[Cl:11]N1C(=O)CCC1=O.C1(C(OOC(=O)C2C=CC=CC=2)=O)C=CC=CC=1, predict the reaction product. The product is: [Cl:1][C:2]1[CH:7]=[C:6]([C:8]([Cl:11])([CH3:10])[CH3:9])[N:5]=[CH:4][N:3]=1. (4) Given the reactants C(OC(=O)[NH:7][C@@H:8]1[C:17]2[C:12](=[CH:13][CH:14]=[CH:15][CH:16]=2)[C@H:11]([O:18][C:19]2[CH:24]=[CH:23][N:22]3[C:25]([CH:28]([CH3:30])[CH3:29])=[N:26][N:27]=[C:21]3[CH:20]=2)[CH2:10][CH2:9]1)(C)(C)C.C(O)(C(F)(F)F)=O, predict the reaction product. The product is: [CH:28]([C:25]1[N:22]2[CH:23]=[CH:24][C:19]([O:18][C@H:11]3[C:12]4[C:17](=[CH:16][CH:15]=[CH:14][CH:13]=4)[C@@H:8]([NH2:7])[CH2:9][CH2:10]3)=[CH:20][C:21]2=[N:27][N:26]=1)([CH3:30])[CH3:29]. (5) Given the reactants [NH2:1][C:2]1[S:3][C:4]([C:10]2[CH:15]=[CH:14][N:13]=[CH:12][CH:11]=2)=[CH:5][C:6]=1C(O)=O.Cl, predict the reaction product. The product is: [N:13]1[CH:14]=[CH:15][C:10]([C:4]2[S:3][C:2]([NH2:1])=[CH:6][CH:5]=2)=[CH:11][CH:12]=1. (6) Given the reactants [CH2:1]([O:3][CH2:4][C:5]([OH:7])=[O:6])[CH3:2].[CH:8]1[C:13]2=[N:14][S:15][N:16]=[C:12]2[C:11]([NH:17][C:18]2[NH:22][CH2:21][CH2:20][N:19]=2)=[C:10]([Cl:23])[CH:9]=1, predict the reaction product. The product is: [CH:8]1[C:13]2=[N:14][S:15][N:16]=[C:12]2[C:11]([NH:17][C:18]2[NH:22][CH2:21][CH2:20][N:19]=2)=[C:10]([Cl:23])[CH:9]=1.[CH2:1]([O:3][CH2:4][C:5]([O-:7])=[O:6])[CH3:2].